Dataset: Forward reaction prediction with 1.9M reactions from USPTO patents (1976-2016). Task: Predict the product of the given reaction. (1) Given the reactants [C:1](=O)([O-:58])[O:2][CH:3]([C@](C)(CI)C(=O)[C@H](CC(C)C)NC(=O)[C@H](CC1C=CC=CC=1)NC(=O)[C@H](CC(C)C)NC(=O)[C@H](CCC1C=CC=CC=1)NC(=O)CN1CCOCC1)[C:4]#[CH:5].C(O)C#C.[CH3:64][S:65]([O:68][CH2:69][C@:70]([OH:120])([CH3:119])[C:71](=[O:118])[C@H:72]([CH2:114][CH:115]([CH3:117])[CH3:116])[NH:73][C:74](=[O:113])[C@H:75]([CH2:106][C:107]1[CH:112]=[CH:111][CH:110]=[CH:109][CH:108]=1)[NH:76][C:77](=[O:105])[C@H:78]([CH2:101][CH:102]([CH3:104])[CH3:103])[NH:79][C:80](=[O:100])[C@H:81]([CH2:92][CH2:93][C:94]1[CH:99]=[CH:98][CH:97]=[CH:96][CH:95]=1)[NH:82][C:83](=[O:91])[CH2:84][N:85]1[CH2:90][CH2:89][O:88][CH2:87][CH2:86]1)(=[O:67])=[O:66], predict the reaction product. The product is: [CH3:64][S:65]([O:68][CH2:69][C:70]([CH3:119])([O:120][C:1]([O:2][CH2:3][C:4]#[CH:5])=[O:58])[C:71](=[O:118])[C@H:72]([CH2:114][CH:115]([CH3:116])[CH3:117])[NH:73][C:74](=[O:113])[C@H:75]([CH2:106][C:107]1[CH:112]=[CH:111][CH:110]=[CH:109][CH:108]=1)[NH:76][C:77](=[O:105])[C@H:78]([CH2:101][CH:102]([CH3:104])[CH3:103])[NH:79][C:80](=[O:100])[C@H:81]([CH2:92][CH2:93][C:94]1[CH:99]=[CH:98][CH:97]=[CH:96][CH:95]=1)[NH:82][C:83](=[O:91])[CH2:84][N:85]1[CH2:86][CH2:87][O:88][CH2:89][CH2:90]1)(=[O:66])=[O:67]. (2) The product is: [NH:22]1[CH:26]=[N:25][C:24]([NH:27][C:2]2[C:11]3[C:6](=[CH:7][CH:8]=[CH:9][CH:10]=3)[CH:5]=[C:4]([C:12]3[CH:17]=[CH:16][CH:15]=[CH:14][C:13]=3[C:18]([F:21])([F:20])[F:19])[N:3]=2)=[N:23]1. Given the reactants Cl[C:2]1[C:11]2[C:6](=[CH:7][CH:8]=[CH:9][CH:10]=2)[CH:5]=[C:4]([C:12]2[CH:17]=[CH:16][CH:15]=[CH:14][C:13]=2[C:18]([F:21])([F:20])[F:19])[N:3]=1.[NH:22]1[CH:26]=[N:25][C:24]([NH2:27])=[N:23]1, predict the reaction product. (3) Given the reactants [NH2:1][CH2:2][C:3]1[CH:8]=[CH:7][C:6]([CH:9]2[CH2:14][CH2:13][N:12]([C:15]([O:17][C:18]([CH3:21])([CH3:20])[CH3:19])=[O:16])[CH2:11][CH:10]2[O:22][CH2:23][C:24]2[CH:33]=[C:32]([O:34][CH2:35][O:36][CH2:37][CH2:38][Si:39]([CH3:42])([CH3:41])[CH3:40])[C:31]3[C:26](=[CH:27][CH:28]=[CH:29][CH:30]=3)[CH:25]=2)=[CH:5][CH:4]=1.[C:43](Cl)(=[O:50])[C:44]1[CH:49]=[CH:48][CH:47]=[CH:46][CH:45]=1, predict the reaction product. The product is: [C:43]([NH:1][CH2:2][C:3]1[CH:8]=[CH:7][C:6]([CH:9]2[CH2:14][CH2:13][N:12]([C:15]([O:17][C:18]([CH3:20])([CH3:21])[CH3:19])=[O:16])[CH2:11][CH:10]2[O:22][CH2:23][C:24]2[CH:33]=[C:32]([O:34][CH2:35][O:36][CH2:37][CH2:38][Si:39]([CH3:42])([CH3:41])[CH3:40])[C:31]3[C:26](=[CH:27][CH:28]=[CH:29][CH:30]=3)[CH:25]=2)=[CH:5][CH:4]=1)(=[O:50])[C:44]1[CH:49]=[CH:48][CH:47]=[CH:46][CH:45]=1.